Predict the reactants needed to synthesize the given product. From a dataset of Full USPTO retrosynthesis dataset with 1.9M reactions from patents (1976-2016). (1) Given the product [F:1][C:2]1[CH:3]=[C:4]2[C:8](=[C:9]([F:11])[CH:10]=1)[N:7]([CH2:27][CH2:28][O:29][C@@H:30]1[CH2:35][CH2:34][CH2:33][C@H:32]([O:36][CH2:37][C:38]3[N:39]=[C:40]([C:44]4[CH:45]=[C:46]([CH3:50])[CH:47]=[CH:48][CH:49]=4)[O:41][C:42]=3[CH3:43])[CH2:31]1)[C:6]([C:12]([OH:14])=[O:13])=[CH:5]2, predict the reactants needed to synthesize it. The reactants are: [F:1][C:2]1[CH:3]=[C:4]2[C:8](=[C:9]([F:11])[CH:10]=1)[NH:7][C:6]([C:12]([OH:14])=[O:13])=[CH:5]2.[H-].[Na+].C1(C)C=CC(S(O[CH2:27][CH2:28][O:29][C@@H:30]2[CH2:35][CH2:34][CH2:33][C@H:32]([O:36][CH2:37][C:38]3[N:39]=[C:40]([C:44]4[CH:45]=[C:46]([CH3:50])[CH:47]=[CH:48][CH:49]=4)[O:41][C:42]=3[CH3:43])[CH2:31]2)(=O)=O)=CC=1.C(O)(C(F)(F)F)=O. (2) Given the product [F:16][C:5]1[CH:6]=[CH:7][CH:2]=[CH:3][C:4]=1[S:9][CH2:10][CH2:11][CH2:12][C:13]([OH:15])=[O:14], predict the reactants needed to synthesize it. The reactants are: Cl[C:2]1[CH:3]=[C:4]([S:9][CH2:10][CH2:11][CH2:12][C:13]([OH:15])=[O:14])[CH:5]=[CH:6][C:7]=1Cl.[F:16]C1C=CC=CC=1S.[OH-].[K+].BrCCCC(OCC)=O. (3) Given the product [NH2:1][C:2]1[N:7]=[CH:6][N:5]=[C:4]2[N:8]([C@@H:25]3[CH2:30][CH2:29][CH2:28][N:27]([C:31]([C:33](=[CH:36][C:37]([N:40]4[CH2:43][CH:42]([OH:44])[CH2:41]4)([CH3:39])[CH3:38])[C:34]#[N:35])=[O:32])[CH2:26]3)[N:9]=[C:10]([C:11]3[CH:16]=[CH:15][C:14]([O:17][C:18]4[CH:23]=[CH:22][CH:21]=[CH:20][CH:19]=4)=[CH:13][C:12]=3[F:24])[C:3]=12, predict the reactants needed to synthesize it. The reactants are: [NH2:1][C:2]1[N:7]=[CH:6][N:5]=[C:4]2[N:8]([C@@H:25]3[CH2:30][CH2:29][CH2:28][N:27]([C:31]([C:33](=[CH:36][C:37]([N:40]4[CH2:43][CH:42]([O:44][Si](C(C)(C)C)(C5C=CC=CC=5)C5C=CC=CC=5)[CH2:41]4)([CH3:39])[CH3:38])[C:34]#[N:35])=[O:32])[CH2:26]3)[N:9]=[C:10]([C:11]3[CH:16]=[CH:15][C:14]([O:17][C:18]4[CH:23]=[CH:22][CH:21]=[CH:20][CH:19]=4)=[CH:13][C:12]=3[F:24])[C:3]=12.CCCC[N+](CCCC)(CCCC)CCCC.[F-].